This data is from Forward reaction prediction with 1.9M reactions from USPTO patents (1976-2016). The task is: Predict the product of the given reaction. (1) Given the reactants [C:1]([O-])([O-])=O.[K+].[K+].CI.[Br:9][C:10]1[CH:18]=[CH:17][C:13]([C:14]([OH:16])=[O:15])=[C:12]([NH:19][C:20]2[CH:25]=[CH:24][CH:23]=[CH:22][CH:21]=2)[CH:11]=1, predict the reaction product. The product is: [Br:9][C:10]1[CH:18]=[CH:17][C:13]([C:14]([O:16][CH3:1])=[O:15])=[C:12]([NH:19][C:20]2[CH:21]=[CH:22][CH:23]=[CH:24][CH:25]=2)[CH:11]=1. (2) Given the reactants Br[C:2]([CH3:16])([CH3:15])[C:3]([NH:5][C:6]1[CH:10]=[C:9]([C:11]([CH3:14])([CH3:13])[CH3:12])[O:8][N:7]=1)=[O:4].[C:17]([O-:20])(=[S:19])[CH3:18].[K+], predict the reaction product. The product is: [C:11]([C:9]1[O:8][N:7]=[C:6]([NH:5][C:3]([C:2]([S:19][C:17](=[O:20])[CH3:18])([CH3:16])[CH3:15])=[O:4])[CH:10]=1)([CH3:14])([CH3:13])[CH3:12]. (3) Given the reactants [NH2:1][C:2]1[N:7]=[CH:6][C:5]([C:8]2[N:9]=[C:10]([N:26]3[CH2:31][CH2:30][O:29][CH2:28][CH2:27]3)[C:11]3[S:16][C:15]([C:17]4[CH:18]=[C:19]([CH:23]=[CH:24][CH:25]=4)[C:20](O)=[O:21])=[CH:14][C:12]=3[N:13]=2)=[CH:4][N:3]=1.[NH:32]1[CH2:36][CH2:35][CH:34]([OH:37])[CH2:33]1, predict the reaction product. The product is: [NH2:1][C:2]1[N:3]=[CH:4][C:5]([C:8]2[N:9]=[C:10]([N:26]3[CH2:27][CH2:28][O:29][CH2:30][CH2:31]3)[C:11]3[S:16][C:15]([C:17]4[CH:18]=[C:19]([C:20]([N:32]5[CH2:36][CH2:35][CH:34]([OH:37])[CH2:33]5)=[O:21])[CH:23]=[CH:24][CH:25]=4)=[CH:14][C:12]=3[N:13]=2)=[CH:6][N:7]=1. (4) Given the reactants [F:1][C:2]1[CH:7]=[CH:6][C:5]([C:8]2[C:9]3[CH:21]=[CH:20][C:19](=[O:22])[N:18]([C:23]4[CH:28]=[CH:27][CH:26]=[CH:25][C:24]=4[F:29])[C:10]=3[N:11]=[C:12](S(C)(=O)=O)[N:13]=2)=[C:4]([CH3:30])[CH:3]=1.[F:31][C:32]([F:36])([F:35])[CH2:33][NH2:34], predict the reaction product. The product is: [F:31][C:32]([F:36])([F:35])[CH2:33][NH:34][C:12]1[N:13]=[C:8]([C:5]2[CH:6]=[CH:7][C:2]([F:1])=[CH:3][C:4]=2[CH3:30])[C:9]2[CH:21]=[CH:20][C:19](=[O:22])[N:18]([C:23]3[CH:28]=[CH:27][CH:26]=[CH:25][C:24]=3[F:29])[C:10]=2[N:11]=1.